Dataset: Forward reaction prediction with 1.9M reactions from USPTO patents (1976-2016). Task: Predict the product of the given reaction. Given the reactants CS(OCC[N:8]1[C:12]2=[N:13][CH:14]=[N:15][C:16]([NH2:17])=[C:11]2[C:10]([C:18]2[CH:23]=[CH:22][C:21]([NH:24][C:25]([C:27]3[N:28]([CH3:36])[C:29]4[C:34]([CH:35]=3)=[CH:33][CH:32]=[CH:31][CH:30]=4)=[O:26])=[C:20]([O:37][CH3:38])[CH:19]=2)=[N:9]1)(=O)=O.[CH2:39]([CH2:41][NH2:42])[OH:40].[CH2:43](N(CC)CC)[CH3:44].[I-].[Na+], predict the reaction product. The product is: [NH2:17][C:16]1[N:15]=[CH:14][N:13]=[C:12]2[N:8]([CH2:43][CH2:44][NH:42][CH2:41][CH2:39][OH:40])[N:9]=[C:10]([C:18]3[CH:23]=[CH:22][C:21]([NH:24][C:25]([C:27]4[N:28]([CH3:36])[C:29]5[C:34]([CH:35]=4)=[CH:33][CH:32]=[CH:31][CH:30]=5)=[O:26])=[C:20]([O:37][CH3:38])[CH:19]=3)[C:11]=12.